This data is from Reaction yield outcomes from USPTO patents with 853,638 reactions. The task is: Predict the reaction yield, written as a fraction of the theoretical maximum amount of product (1.0 means a 100% yield; for example, 0.34 means a 34% yield). (1) The reactants are Cl[C:2]1[N:7]([CH2:8][C:9]2[CH:14]=[CH:13][C:12]([O:15][CH3:16])=[CH:11][CH:10]=2)[C:6](=[O:17])[N:5]([CH3:18])[C:4](=[O:19])[CH:3]=1.CCOCC.[NH2:25][NH2:26]. The yield is 0.840. The catalyst is CCO.CO. The product is [NH:25]([C:2]1[N:7]([CH2:8][C:9]2[CH:14]=[CH:13][C:12]([O:15][CH3:16])=[CH:11][CH:10]=2)[C:6](=[O:17])[N:5]([CH3:18])[C:4](=[O:19])[CH:3]=1)[NH2:26]. (2) The reactants are ClC1C=C(CC(O)=O)C=CC=1.Cl.NCCCC(OCC)=O.CCN=C=NCCCN(C)C.Cl.C([O:36][C:37](=[O:52])[CH2:38][CH2:39][CH2:40][NH:41][C:42](=[O:51])[CH2:43][C:44]1[CH:49]=[CH:48][CH:47]=[C:46]([Cl:50])[CH:45]=1)C. The catalyst is CN(C1C=CN=CC=1)C.ClCCl. The product is [Cl:50][C:46]1[CH:45]=[C:44]([CH2:43][C:42]([NH:41][CH2:40][CH2:39][CH2:38][C:37]([OH:52])=[O:36])=[O:51])[CH:49]=[CH:48][CH:47]=1. The yield is 0.800. (3) The reactants are [CH3:1][O:2][C:3](=[O:15])[CH2:4][S:5][C:6]1[CH:10]=[CH:9][S:8][C:7]=1[C:11](OC)=[O:12].CC(C)([O-])C.[Na+].Cl. The catalyst is CN(C=O)C. The product is [OH:12][C:11]1[C:7]2[S:8][CH:9]=[CH:10][C:6]=2[S:5][C:4]=1[C:3]([O:2][CH3:1])=[O:15]. The yield is 0.760. (4) The reactants are [I-].[CH3:2][O:3][C:4]1[CH:5]=[C:6]([C:13]2[CH:18]=[CH:17][N+:16]([CH2:19][CH2:20][CH3:21])=[CH:15][CH:14]=2)[CH:7]=[CH:8][C:9]=1[N+:10]([O-:12])=[O:11].[BH4-].[Na+].[Cl-].[NH4+]. The catalyst is CO. The product is [CH3:2][O:3][C:4]1[CH:5]=[C:6]([C:13]2[CH2:18][CH2:17][N:16]([CH2:19][CH2:20][CH3:21])[CH2:15][CH:14]=2)[CH:7]=[CH:8][C:9]=1[N+:10]([O-:12])=[O:11]. The yield is 0.970. (5) The reactants are Cl.[CH3:2][CH:3]([NH:5][CH2:6][C:7]1([NH2:11])[CH2:10][NH:9][CH2:8]1)[CH3:4].[F:12][C:13]1[C:14]([NH:23][C:24]2[CH:29]=[CH:28][C:27]([I:30])=[CH:26][C:25]=2[F:31])=[C:15]([CH:19]=[CH:20][C:21]=1[F:22])[C:16](F)=[O:17]. The catalyst is C(=O)(O)[O-].[Na+].O1CCOCC1.O. The product is [F:12][C:13]1[C:14]([NH:23][C:24]2[CH:29]=[CH:28][C:27]([I:30])=[CH:26][C:25]=2[F:31])=[C:15]([C:16]([N:9]2[CH2:10][C:7]([CH2:6][NH:5][CH:3]([CH3:4])[CH3:2])([NH2:11])[CH2:8]2)=[O:17])[CH:19]=[CH:20][C:21]=1[F:22]. The yield is 0.370. (6) The reactants are [C:1]([S:9][C@H:10]1[CH2:14][CH2:13][N:12](C(OC(C)(C)C)=O)[CH2:11]1)(=[O:8])[C:2]1[CH:7]=[CH:6][CH:5]=[CH:4][CH:3]=1.[F:22][C:23]([F:28])([F:27])[C:24]([OH:26])=[O:25]. The catalyst is C1(OC)C=CC=CC=1. The product is [F:22][C:23]([F:28])([F:27])[C:24]([OH:26])=[O:25].[C:1]([S:9][C@H:10]1[CH2:14][CH2:13][NH:12][CH2:11]1)(=[O:8])[C:2]1[CH:3]=[CH:4][CH:5]=[CH:6][CH:7]=1. The yield is 0.687. (7) The reactants are [H-].[Na+].[CH3:3][N:4]1[CH2:9][CH2:8][N:7]([CH3:10])[CH2:6][C@@H:5]1[CH2:11][OH:12].[N+](C1C=CC([O:22][C:23]([N:25]2[CH2:30][CH2:29][N:28]([C:31]3[CH:36]=[CH:35][C:34]([F:37])=[CH:33][CH:32]=3)[CH2:27][CH2:26]2)=O)=CC=1)([O-])=O. The catalyst is C1COCC1. The product is [F:37][C:34]1[CH:33]=[CH:32][C:31]([N:28]2[CH2:27][CH2:26][N:25]([C:23]([O:12][CH2:11][C@H:5]3[CH2:6][N:7]([CH3:10])[CH2:8][CH2:9][N:4]3[CH3:3])=[O:22])[CH2:30][CH2:29]2)=[CH:36][CH:35]=1. The yield is 0.350. (8) The reactants are [Br:1][C:2]1[N:3]([CH2:11][O:12][CH3:13])[C:4](Br)=[C:5]([N+:7]([O-:9])=[O:8])[N:6]=1.S([O-])([O-])=O.[Na+].[Na+].CN(C)C=O.C(=O)([O-])O.[Na+]. The catalyst is O.C(OCC)(=O)C. The product is [Br:1][C:2]1[N:3]([CH2:11][O:12][CH3:13])[CH:4]=[C:5]([N+:7]([O-:9])=[O:8])[N:6]=1. The yield is 0.868.